From a dataset of NCI-60 drug combinations with 297,098 pairs across 59 cell lines. Regression. Given two drug SMILES strings and cell line genomic features, predict the synergy score measuring deviation from expected non-interaction effect. (1) Drug 1: C1=CC(=C2C(=C1NCCNCCO)C(=O)C3=C(C=CC(=C3C2=O)O)O)NCCNCCO. Drug 2: CC1=C(C=C(C=C1)NC(=O)C2=CC=C(C=C2)CN3CCN(CC3)C)NC4=NC=CC(=N4)C5=CN=CC=C5. Cell line: PC-3. Synergy scores: CSS=30.0, Synergy_ZIP=10.7, Synergy_Bliss=10.8, Synergy_Loewe=-4.66, Synergy_HSA=9.68. (2) Drug 1: COC1=C(C=C2C(=C1)N=CN=C2NC3=CC(=C(C=C3)F)Cl)OCCCN4CCOCC4. Drug 2: CCC1(CC2CC(C3=C(CCN(C2)C1)C4=CC=CC=C4N3)(C5=C(C=C6C(=C5)C78CCN9C7C(C=CC9)(C(C(C8N6C)(C(=O)OC)O)OC(=O)C)CC)OC)C(=O)OC)O.OS(=O)(=O)O. Cell line: SN12C. Synergy scores: CSS=48.2, Synergy_ZIP=-3.32, Synergy_Bliss=5.52, Synergy_Loewe=8.38, Synergy_HSA=9.57.